Dataset: Reaction yield outcomes from USPTO patents with 853,638 reactions. Task: Predict the reaction yield, written as a fraction of the theoretical maximum amount of product (1.0 means a 100% yield; for example, 0.34 means a 34% yield). (1) The reactants are [Br:1][C:2]1[S:6][C:5]([C:7]([OH:9])=O)=[N:4][CH:3]=1.C(Cl)(=O)C(Cl)=O.C[N:17](C=O)C. The catalyst is ClCCl. The product is [Br:1][C:2]1[S:6][C:5]([C:7]([NH2:17])=[O:9])=[N:4][CH:3]=1. The yield is 0.250. (2) The product is [Br:13][C:14]1[CH:25]=[CH:24][C:17]([C:18]([C:12]2[CH:11]=[C:10]3[C:6]([CH:7]=[CH:8][NH:9]3)=[CH:5][CH:4]=2)=[O:19])=[CH:16][CH:15]=1. The catalyst is C(OCC)C.CCCCCC. The reactants are [H-].[K+].Br[C:4]1[CH:5]=[C:6]2[C:10](=[CH:11][CH:12]=1)[NH:9][CH:8]=[CH:7]2.[Br:13][C:14]1[CH:25]=[CH:24][C:17]([C:18](N(OC)C)=[O:19])=[CH:16][CH:15]=1.Cl. The yield is 0.480.